Dataset: NCI-60 drug combinations with 297,098 pairs across 59 cell lines. Task: Regression. Given two drug SMILES strings and cell line genomic features, predict the synergy score measuring deviation from expected non-interaction effect. (1) Drug 1: C1=CC(=CC=C1CCCC(=O)O)N(CCCl)CCCl. Drug 2: C1=NC2=C(N=C(N=C2N1C3C(C(C(O3)CO)O)F)Cl)N. Cell line: HOP-62. Synergy scores: CSS=54.6, Synergy_ZIP=4.07, Synergy_Bliss=5.95, Synergy_Loewe=-4.32, Synergy_HSA=1.92. (2) Drug 1: CC(C)CN1C=NC2=C1C3=CC=CC=C3N=C2N. Drug 2: CC12CCC3C(C1CCC2OP(=O)(O)O)CCC4=C3C=CC(=C4)OC(=O)N(CCCl)CCCl.[Na+]. Cell line: IGROV1. Synergy scores: CSS=4.39, Synergy_ZIP=0.916, Synergy_Bliss=2.43, Synergy_Loewe=0.228, Synergy_HSA=0.226. (3) Drug 1: CC12CCC(CC1=CCC3C2CCC4(C3CC=C4C5=CN=CC=C5)C)O. Drug 2: CC(CN1CC(=O)NC(=O)C1)N2CC(=O)NC(=O)C2. Cell line: DU-145. Synergy scores: CSS=4.39, Synergy_ZIP=-6.36, Synergy_Bliss=-3.44, Synergy_Loewe=-5.65, Synergy_HSA=-4.24. (4) Drug 1: C1=CC(=CC=C1C#N)C(C2=CC=C(C=C2)C#N)N3C=NC=N3. Drug 2: CN(CC1=CN=C2C(=N1)C(=NC(=N2)N)N)C3=CC=C(C=C3)C(=O)NC(CCC(=O)O)C(=O)O. Cell line: NCIH23. Synergy scores: CSS=23.1, Synergy_ZIP=8.21, Synergy_Bliss=7.31, Synergy_Loewe=-22.1, Synergy_HSA=1.70. (5) Drug 1: C1CN1C2=NC(=NC(=N2)N3CC3)N4CC4. Drug 2: CC1CCCC2(C(O2)CC(NC(=O)CC(C(C(=O)C(C1O)C)(C)C)O)C(=CC3=CSC(=N3)C)C)C. Cell line: A498. Synergy scores: CSS=35.6, Synergy_ZIP=-7.48, Synergy_Bliss=-7.18, Synergy_Loewe=-8.80, Synergy_HSA=-1.95. (6) Drug 1: CC(C1=C(C=CC(=C1Cl)F)Cl)OC2=C(N=CC(=C2)C3=CN(N=C3)C4CCNCC4)N. Drug 2: C1=NC2=C(N1)C(=S)N=CN2. Cell line: T-47D. Synergy scores: CSS=-3.80, Synergy_ZIP=-0.256, Synergy_Bliss=-4.99, Synergy_Loewe=-9.04, Synergy_HSA=-6.65.